Binary Classification. Given a miRNA mature sequence and a target amino acid sequence, predict their likelihood of interaction. From a dataset of Experimentally validated miRNA-target interactions with 360,000+ pairs, plus equal number of negative samples. (1) The miRNA is hsa-miR-6869-5p with sequence GUGAGUAGUGGCGCGCGGCGGC. Result: 0 (no interaction). The protein sequence of the target gene is MTMFENVTRALARQLNPRGDLTPLDSLIDFKRFHPFCLVLRKRKSTLFWGARYVRTDYTLLDVLEPGSSPSDPTDTGNFGFKNMLDTRVEGDVDVPKTVKVKGTAGLSQNSTLEVQTLSVAPKALETVQERKLAADHPFLKEMQDQGENLYVVMEVVETVQEVTLERAGKAEACFSLPFFAPLGLQGSINHKEAVTIPKGCVLAFRVRQLMVKGKDEWDIPHICNDNMQTFPPGEKSGEEKVILIQASDVGDVHEGFRTLKEEVQRETQQVEKLSRVGQSSLLSSLSKLLGKKKELQDLE.... (2) The miRNA is hsa-miR-451b with sequence UAGCAAGAGAACCAUUACCAUU. The protein sequence of the target gene is MKIGSGFLSGGGGTGSSGGSGSGGGGSGGGGGGGSSGRRAEMEPTFPQGMVMFNHRLPPVTSFTRPAGSAAPPPQCVLSSSTSAAPAAEPPPPPAPDMTFKKEPAASAAAFPSQRTSWGFLQSLVSIKQEKPADPEEQQSHHHHHHHHYGGLFAGAEERSPGLGGGEGGSHGVIQDLSILHQHVQQQPAQHHRDVLLSSSSRTDDHHGTEEPKQDTNVKKAKRPKPESQGIKAKRKPSASSKPSLVGDGEGAILSPSQKPHICDHCSAAFRSSYHLRRHVLIHTGERPFQCSQCSMGFIQ.... Result: 1 (interaction). (3) The miRNA is dme-miR-312-3p with sequence UAUUGCACUUGAGACGGCCUGA. The protein sequence of the target gene is MSNFSEERATMIAAGDLQEFVPFGRDHCKHHPNALNLQLRQLQPASELWSSDGAAGLVGSLQEVTIHEKQKESWQLRKGVSEIGDAADYDEELYVAGNMVIWSKGSKSQALAVYKAFTVDSTVQQALWCDFIISQDKSEKIYKSHELEKCICILQSSCMNMHSIDGKDYIASLPFQVANVWATKYGLLFERCSSSHEVPPSLPREPLPTMFSMLHPLDEITPLVCKSGSLFGSSRVQYVVDPAVKIVFLNIDPSIVMTYDAVQNVHSVWTLRRVKPEEENAVLKFPEQAGTLQNATTSSS.... Result: 0 (no interaction). (4) The miRNA is hsa-miR-182-3p with sequence UGGUUCUAGACUUGCCAACUA. The protein sequence of the target gene is MARELYHEEFARAGKQAGLQVWRIEKLELVPVPQSAHGDFYVGDAYLVLHTAKTSRGFTYHLHFWLGKECSQDESTAAAIFTVQMDDYLGGKPVQNRELQGYESNDFVSYFKGGLKYKAGGVASGLNHVLTNDLTAKRLLHVKGRRVVRATEVPLSWDSFNKGDCFIIDLGTEIYQWCGSSCNKYERLKANQVATGIRYNERKGRSELIVVEEGSEPSELIKVLGEKPELPDGGDDDDIIADISNRKMAKLYMVSDASGSMRVTVVAEENPFSMAMLLSEECFILDHGAAKQIFVWKGKD.... Result: 1 (interaction). (5) The miRNA is hsa-miR-302c-3p with sequence UAAGUGCUUCCAUGUUUCAGUGG. The protein sequence of the target gene is MAAATLLRATPHFSGLAAGRTFLLQGLLRLLKAPALPLLCRGLAVEAKKTYVRDKPHVNVGTIGHVDHGKTTLTAAITKILAEGGGAKFKKYEEIDNAPEERARGITINAAHVEYSTAARHYAHTDCPGHADYVKNMITGTAPLDGCILVVAANDGPMPQTREHLLLARQIGVEHVVVYVNKADAVQDSEMVELVELEIRELLTEFGYKGEETPVIVGSALCALEGRDPELGLKSVQKLLDAVDTYIPVPARDLEKPFLLPVEAVYSVPGRGTVVTGTLERGILKKGDECELLGHSKNIR.... Result: 0 (no interaction).